Dataset: Catalyst prediction with 721,799 reactions and 888 catalyst types from USPTO. Task: Predict which catalyst facilitates the given reaction. (1) Reactant: C(S[C:4]1[O:5][C:6]2[CH:12]=[CH:11][C:10]([N+:13]([O-:15])=[O:14])=[CH:9][C:7]=2[N:8]=1)C.[CH3:16][NH:17][CH:18]1[CH2:23][CH2:22][N:21]([CH3:24])[CH2:20][CH2:19]1. Product: [CH3:16][N:17]([CH:18]1[CH2:23][CH2:22][N:21]([CH3:24])[CH2:20][CH2:19]1)[C:4]1[O:5][C:6]2[CH:12]=[CH:11][C:10]([N+:13]([O-:15])=[O:14])=[CH:9][C:7]=2[N:8]=1. The catalyst class is: 1. (2) Reactant: [CH:1]([C:3]1[N:4]2[C:8]([C:9]([C:12]([O:14][CH3:15])=[O:13])=[CH:10][CH:11]=1)=[CH:7][CH:6]=[CH:5]2)=O.[NH2:16][OH:17].Cl.CC([O-])=O.[Na+]. Product: [OH:17]/[N:16]=[CH:1]/[C:3]1[N:4]2[C:8]([C:9]([C:12]([O:14][CH3:15])=[O:13])=[CH:10][CH:11]=1)=[CH:7][CH:6]=[CH:5]2. The catalyst class is: 20. (3) Reactant: C(=O)([O-])[O-].[K+].[K+].C([O:10][CH2:11][CH:12]=[CH:13][C:14](=[CH2:26])[CH2:15][CH2:16][CH:17]=[C:18]([CH3:25])[CH2:19][CH2:20][CH:21]=[C:22]([CH3:24])[CH3:23])(=O)C.C1COCC1. Product: [CH3:25][C:18]([CH2:19][CH2:20][CH:21]=[C:22]([CH3:24])[CH3:23])=[CH:17][CH2:16][CH2:15][C:14](=[CH2:26])[CH:13]=[CH:12][CH2:11][OH:10]. The catalyst class is: 72. (4) Reactant: S([CH2:11][CH:12]([CH2:20][CH:21]([CH3:23])[CH3:22])[C:13](=[CH2:19])[CH2:14][Si:15]([CH3:18])([CH3:17])[CH3:16])(C1C=CC(C)=CC=1)(=O)=O.C([O-])([O-])=O.[Na+].[Na+].CN(C=O)C.[CH3:35][O:36][C:37]1[CH:38]=[C:39]2[C:44](=[CH:45][C:46]=1[O:47][CH3:48])[CH2:43][NH:42][CH2:41][CH2:40]2. The catalyst class is: 6. Product: [CH3:35][O:36][C:37]1[CH:38]=[C:39]2[C:44](=[CH:45][C:46]=1[O:47][CH3:48])[CH2:43][N:42]([CH2:11][CH:12]([C:13]([CH2:14][Si:15]([CH3:16])([CH3:18])[CH3:17])=[CH2:19])[CH2:20][CH:21]([CH3:22])[CH3:23])[CH2:41][CH2:40]2. (5) Reactant: Cl[C:2]1[C:7]([N+:8]([O-:10])=[O:9])=[C:6]([Cl:11])[N:5]=[C:4]([CH3:12])[N:3]=1.[CH3:13][NH:14][CH3:15]. Product: [Cl:11][C:6]1[N:5]=[C:4]([CH3:12])[N:3]=[C:2]([N:14]([CH3:15])[CH3:13])[C:7]=1[N+:8]([O-:10])=[O:9]. The catalyst class is: 13.